This data is from Full USPTO retrosynthesis dataset with 1.9M reactions from patents (1976-2016). The task is: Predict the reactants needed to synthesize the given product. (1) Given the product [F:1][C:2]1[CH:3]=[CH:4][C:5]([O:33][CH3:34])=[C:6]([C:8]([CH3:31])([CH3:32])[CH2:9][C:10]([OH:30])([C:26]([F:28])([F:27])[F:29])[CH2:11][NH:12][C:13]2[CH:22]=[CH:21][CH:20]=[C:19]3[C:14]=2[CH:15]=[CH:16][C:17]([C:23]([NH2:25])=[O:24])=[N:18]3)[CH:7]=1, predict the reactants needed to synthesize it. The reactants are: [F:1][C:2]1[CH:3]=[CH:4][C:5]([O:33][CH3:34])=[C:6]([C:8]([CH3:32])([CH3:31])[CH2:9][C:10]([OH:30])([C:26]([F:29])([F:28])[F:27])[CH:11]=[N:12][C:13]2[CH:22]=[CH:21][CH:20]=[C:19]3[C:14]=2[CH:15]=[CH:16][C:17]([C:23]([NH2:25])=[O:24])=[N:18]3)[CH:7]=1.[BH4-].[Na+]. (2) Given the product [Cl:1][C:2]1[CH:7]=[CH:6][C:5]([C:8]2[C:13]([NH:14][NH:15][C:47](=[O:48])[CH2:45][NH:44][C:37](=[O:38])[O:39][C:40]([CH3:41])([CH3:42])[CH3:43])=[N:12][N:11]([CH2:16][C:17]3[C:18]([CH3:27])=[N:19][C:20]([C:23]([F:25])([F:26])[F:24])=[CH:21][CH:22]=3)[C:10](=[O:28])[C:9]=2[C:29]2[CH:30]=[CH:31][C:32]([C:33]#[N:34])=[CH:35][CH:36]=2)=[CH:4][CH:3]=1, predict the reactants needed to synthesize it. The reactants are: [Cl:1][C:2]1[CH:7]=[CH:6][C:5]([C:8]2[C:13]([NH:14][NH2:15])=[N:12][N:11]([CH2:16][C:17]3[C:18]([CH3:27])=[N:19][C:20]([C:23]([F:26])([F:25])[F:24])=[CH:21][CH:22]=3)[C:10](=[O:28])[C:9]=2[C:29]2[CH:36]=[CH:35][C:32]([C:33]#[N:34])=[CH:31][CH:30]=2)=[CH:4][CH:3]=1.[C:37]([NH:44][C@H:45]([C:47](O)=[O:48])C)([O:39][C:40]([CH3:43])([CH3:42])[CH3:41])=[O:38].CCN=C=NCCCN(C)C.C1C=CC2N(O)N=NC=2C=1.C(N(C(C)C)CC)(C)C. (3) Given the product [C:4]1([CH:3]([CH:11]=[CH2:12])[CH2:2][C:1]([OH:25])=[O:10])[CH:9]=[CH:8][CH:7]=[CH:6][CH:5]=1, predict the reactants needed to synthesize it. The reactants are: [CH2:1]([OH:10])[CH:2]=[CH:3][C:4]1[CH:9]=[CH:8][CH:7]=[CH:6][CH:5]=1.[CH2:11](C(CC)(CC)C([O-])([O-])[O-])[CH3:12].C(O)(=[O:25])CC.[OH-].[Na+].